This data is from Catalyst prediction with 721,799 reactions and 888 catalyst types from USPTO. The task is: Predict which catalyst facilitates the given reaction. (1) The catalyst class is: 92. Product: [Cl:1][C:2]1[C:3]([CH3:34])=[C:4]([N:8]([S:24]([C:27]2[CH:32]=[CH:31][C:30]([CH3:33])=[CH:29][CH:28]=2)(=[O:25])=[O:26])[CH2:9][C:10]([NH:12][CH2:13][C:14]2[CH:23]=[CH:22][C:17]([C:18]([OH:20])=[O:19])=[CH:16][CH:15]=2)=[O:11])[CH:5]=[CH:6][CH:7]=1. Reactant: [Cl:1][C:2]1[C:3]([CH3:34])=[C:4]([N:8]([S:24]([C:27]2[CH:32]=[CH:31][C:30]([CH3:33])=[CH:29][CH:28]=2)(=[O:26])=[O:25])[CH2:9][C:10]([NH:12][CH2:13][C:14]2[CH:23]=[CH:22][C:17]([C:18]([O:20]C)=[O:19])=[CH:16][CH:15]=2)=[O:11])[CH:5]=[CH:6][CH:7]=1.[OH-].[Na+].Cl. (2) Reactant: [CH2:1]([C@:8]([OH:42])([CH2:22][CH2:23][O:24][Si:25]([C:38]([CH3:41])([CH3:40])[CH3:39])([C:32]1[CH:37]=[CH:36][CH:35]=[CH:34][CH:33]=1)[C:26]1[CH:31]=[CH:30][CH:29]=[CH:28][CH:27]=1)[C:9]([NH:11][C@H:12]1[C:20]2[C:15](=[CH:16][CH:17]=[CH:18][CH:19]=2)[CH2:14][C@H:13]1[OH:21])=[O:10])[C:2]1[CH:7]=[CH:6][CH:5]=[CH:4][CH:3]=1.[C:43]1(C)[CH:48]=CC(S(O)(=O)=O)=C[CH:44]=1.[NH+]1C=CC=CC=1.COC(C)=C.C([O-])(O)=O.[Na+]. Product: [CH2:1]([C@:8]([OH:42])([CH2:22][CH2:23][O:24][Si:25]([C:38]([CH3:39])([CH3:41])[CH3:40])([C:26]1[CH:31]=[CH:30][CH:29]=[CH:28][CH:27]=1)[C:32]1[CH:37]=[CH:36][CH:35]=[CH:34][CH:33]=1)[C:9]([N:11]1[C@H:12]2[C:20]3[CH:19]=[CH:18][CH:17]=[CH:16][C:15]=3[CH2:14][C@H:13]2[O:21][C:43]1([CH3:48])[CH3:44])=[O:10])[C:2]1[CH:7]=[CH:6][CH:5]=[CH:4][CH:3]=1. The catalyst class is: 4. (3) Reactant: [CH3:1][C:2]([CH3:29])([CH2:27][CH3:28])[C:3]([O:5][C:6]1[S:14][C:13]2[CH2:12][CH2:11][N:10]([C@@H:15]([C:20]3[CH:25]=[CH:24][CH:23]=[CH:22][C:21]=3[Cl:26])[C:16]([O:18][CH3:19])=[O:17])[CH2:9][C:8]=2[CH:7]=1)=[O:4].Cl. Product: [ClH:26].[CH3:1][C:2]([CH3:29])([CH2:27][CH3:28])[C:3]([O:5][C:6]1[S:14][C:13]2[CH2:12][CH2:11][N:10]([C@@H:15]([C:20]3[CH:25]=[CH:24][CH:23]=[CH:22][C:21]=3[Cl:26])[C:16]([O:18][CH3:19])=[O:17])[CH2:9][C:8]=2[CH:7]=1)=[O:4]. The catalyst class is: 27. (4) The catalyst class is: 7. Reactant: [Cl:1][C:2]1[CH:21]=[C:20]([Cl:22])[CH:19]=[CH:18][C:3]=1[CH2:4][N:5]1[C:9](/[CH:10]=[CH:11]/[C:12]([OH:14])=O)=[CH:8][C:7]([CH:15]([CH3:17])[CH3:16])=[N:6]1.[CH2:23]([S:28]([NH2:31])(=[O:30])=[O:29])[CH2:24][CH2:25][CH2:26][CH3:27].N12CCCN=C1CCCCC2. Product: [Cl:1][C:2]1[CH:21]=[C:20]([Cl:22])[CH:19]=[CH:18][C:3]=1[CH2:4][N:5]1[C:9](/[CH:10]=[CH:11]/[C:12]([NH:31][S:28]([CH2:23][CH2:24][CH2:25][CH2:26][CH3:27])(=[O:30])=[O:29])=[O:14])=[CH:8][C:7]([CH:15]([CH3:17])[CH3:16])=[N:6]1. (5) Reactant: [CH2:1]([N:3]([CH2:28][CH3:29])[C:4](=[O:27])[C:5]1[CH:10]=[CH:9][C:8]([CH:11]([C:18]2[CH:23]=[CH:22][CH:21]=[C:20]([N+:24]([O-:26])=[O:25])[CH:19]=2)[N:12]2[CH2:17][CH2:16][NH:15][CH2:14][CH2:13]2)=[CH:7][CH:6]=1)[CH3:2].C1(C)C=CC(C([C@@](C(O)=O)(O)[C@@](C(C2C=CC(C)=CC=2)=O)(O)C(O)=O)=O)=CC=1. The catalyst class is: 8. Product: [CH2:28]([N:3]([CH2:1][CH3:2])[C:4](=[O:27])[C:5]1[CH:10]=[CH:9][C:8]([C@@H:11]([C:18]2[CH:23]=[CH:22][CH:21]=[C:20]([N+:24]([O-:26])=[O:25])[CH:19]=2)[N:12]2[CH2:17][CH2:16][NH:15][CH2:14][CH2:13]2)=[CH:7][CH:6]=1)[CH3:29]. (6) Reactant: C(N(CC)CC)C.[OH:8][C:9]1[CH:14]=[C:13]([CH3:15])[O:12][C:11](=[O:16])[CH:10]=1.C1CCC(N=C=NC2CCCCC2)CC1.[C:32](O)(=[O:41])[CH2:33][CH2:34][C:35]1[CH:40]=[CH:39][CH:38]=[CH:37][CH:36]=1.N#N. Product: [OH:8][C:9]1[CH:14]=[C:13]([CH3:15])[O:12][C:11](=[O:16])[C:10]=1[C:32](=[O:41])[CH2:33][CH2:34][C:35]1[CH:40]=[CH:39][CH:38]=[CH:37][CH:36]=1. The catalyst class is: 64.